This data is from Catalyst prediction with 721,799 reactions and 888 catalyst types from USPTO. The task is: Predict which catalyst facilitates the given reaction. (1) Reactant: [CH2:1]([O:8][C:9]1[CH:36]=[CH:35][C:12]([O:13][CH2:14][CH2:15][CH2:16][C:17]2[CH:34]=[CH:33][C:20]([O:21][CH2:22][C:23]3[CH:32]=[CH:31][CH:30]=[CH:29][C:24]=3[C:25]([O:27]C)=[O:26])=[CH:19][CH:18]=2)=[CH:11][CH:10]=1)[C:2]1[CH:7]=[CH:6][CH:5]=[CH:4][CH:3]=1.[OH-].[Li+].Cl. Product: [CH2:1]([O:8][C:9]1[CH:36]=[CH:35][C:12]([O:13][CH2:14][CH2:15][CH2:16][C:17]2[CH:18]=[CH:19][C:20]([O:21][CH2:22][C:23]3[CH:32]=[CH:31][CH:30]=[CH:29][C:24]=3[C:25]([OH:27])=[O:26])=[CH:33][CH:34]=2)=[CH:11][CH:10]=1)[C:2]1[CH:3]=[CH:4][CH:5]=[CH:6][CH:7]=1. The catalyst class is: 20. (2) Reactant: [Br:1]N1C(=O)CCC1=O.[NH2:9][C:10]1[C:15]([F:16])=[C:14]([C:17]2[CH:22]=[CH:21][C:20]([Cl:23])=[C:19]([O:24][CH3:25])[C:18]=2[F:26])[N:13]=[C:12]([C:27]([O:29][CH2:30][C:31]2[CH:36]=[CH:35][CH:34]=[CH:33][CH:32]=2)=[O:28])[CH:11]=1. Product: [NH2:9][C:10]1[C:15]([F:16])=[C:14]([C:17]2[CH:22]=[CH:21][C:20]([Cl:23])=[C:19]([O:24][CH3:25])[C:18]=2[F:26])[N:13]=[C:12]([C:27]([O:29][CH2:30][C:31]2[CH:32]=[CH:33][CH:34]=[CH:35][CH:36]=2)=[O:28])[C:11]=1[Br:1]. The catalyst class is: 26. (3) The catalyst class is: 5. Reactant: C1(C(C2C=CC=CC=2)[N:8]2[CH2:11][CH:10]([NH:12][S:13]([CH3:16])(=[O:15])=[O:14])[CH2:9]2)C=CC=CC=1.Cl.O1CCOCC1.[H][H]. Product: [NH:8]1[CH2:11][CH:10]([NH:12][S:13]([CH3:16])(=[O:15])=[O:14])[CH2:9]1. (4) Reactant: [CH2:1]([N:8]1[C:13](=[O:14])[C:12]([CH3:15])=[C:11]2[S:16][C:17]([C:19](O)=[O:20])=[CH:18][N:10]2[C:9]1=[O:22])[C:2]1[CH:7]=[CH:6][CH:5]=[CH:4][CH:3]=1.[CH3:23][O:24][C:25]1[CH:26]=[C:27]([CH:30]=[CH:31][CH:32]=1)[CH2:28][NH2:29].O.ON1C2C=CC=CC=2N=N1.Cl.CN(C)CCCN=C=NCC. Product: [CH3:23][O:24][C:25]1[CH:26]=[C:27]([CH:30]=[CH:31][CH:32]=1)[CH2:28][NH:29][C:19]([C:17]1[S:16][C:11]2[N:10]([C:9](=[O:22])[N:8]([CH2:1][C:2]3[CH:7]=[CH:6][CH:5]=[CH:4][CH:3]=3)[C:13](=[O:14])[C:12]=2[CH3:15])[CH:18]=1)=[O:20]. The catalyst class is: 9. (5) Reactant: [C:1](Cl)(=[O:7])[C:2]([O:4][CH2:5][CH3:6])=[O:3].[Cl:9][C:10]1[CH:16]=[CH:15][C:13]([NH2:14])=[CH:12][C:11]=1[C:17]([F:20])([F:19])[F:18].C(N(CC)CC)C. Product: [Cl:9][C:10]1[CH:16]=[CH:15][C:13]([NH:14][C:1](=[O:7])[C:2]([O:4][CH2:5][CH3:6])=[O:3])=[CH:12][C:11]=1[C:17]([F:18])([F:19])[F:20]. The catalyst class is: 4.